Dataset: Forward reaction prediction with 1.9M reactions from USPTO patents (1976-2016). Task: Predict the product of the given reaction. (1) Given the reactants [F:1][C:2]([F:13])([F:12])[O:3][C:4]1[CH:5]=[C:6]([CH:9]=[CH:10][CH:11]=1)[CH:7]=O.[NH2:14][C:15]1[CH:22]=[CH:21][C:18]([C:19]#[N:20])=[CH:17][CH:16]=1.[C:23]([O:28]CC)(=O)[C:24]([CH3:26])=O, predict the reaction product. The product is: [F:1][C:2]([F:13])([F:12])[O:3][C:4]1[CH:5]=[C:6]([CH:7]2[N:14]([C:15]3[CH:22]=[CH:21][C:18]([C:19]#[N:20])=[CH:17][CH:16]=3)[C:23](=[O:28])[C:24]([NH:14][C:15]3[CH:22]=[CH:21][C:18]([C:19]#[N:20])=[CH:17][CH:16]=3)=[CH:26]2)[CH:9]=[CH:10][CH:11]=1. (2) Given the reactants [NH:1]1[C:5](=[O:6])[CH2:4][CH2:3][C@H:2]1[C:7]([O:9][CH2:10][CH3:11])=[O:8].N1C(=O)CC[C@H]1C(O)=O.[CH2:21](O)[CH2:22][CH2:23][CH2:24][CH2:25][CH2:26][CH2:27][CH2:28][CH2:29][CH2:30]CC, predict the reaction product. The product is: [NH:1]1[C:5](=[O:6])[CH2:4][CH2:3][C@H:2]1[C:7]([O:9][CH2:10][CH2:11][CH2:21][CH2:22][CH2:23][CH2:24][CH2:25][CH2:26][CH2:27][CH2:28][CH2:29][CH3:30])=[O:8]. (3) Given the reactants [F:1][C:2]1[CH:7]=[CH:6][C:5]([C:8]2[CH:16]=[C:15]3[C:11]([CH2:12][C:13](=[O:17])[NH:14]3)=[CH:10][CH:9]=2)=[CH:4][CH:3]=1.[CH:18]([C:20]1[NH:21][C:22]([CH3:40])=[C:23]([S:30]([C:33]2[CH:38]=[CH:37][C:36]([CH3:39])=[CH:35][CH:34]=2)(=[O:32])=[O:31])[C:24]=1[CH2:25][CH2:26][C:27]([OH:29])=[O:28])=O.N1CCCCC1, predict the reaction product. The product is: [F:1][C:2]1[CH:3]=[CH:4][C:5]([C:8]2[CH:16]=[C:15]3[C:11](/[C:12](=[CH:18]/[C:20]4[NH:21][C:22]([CH3:40])=[C:23]([S:30]([C:33]5[CH:34]=[CH:35][C:36]([CH3:39])=[CH:37][CH:38]=5)(=[O:31])=[O:32])[C:24]=4[CH2:25][CH2:26][C:27]([OH:29])=[O:28])/[C:13](=[O:17])[NH:14]3)=[CH:10][CH:9]=2)=[CH:6][CH:7]=1. (4) Given the reactants [CH3:1][C:2]1[CH:3]=[C:4]2[C:9](=[CH:10][CH:11]=1)[N:8]=[C:7]([N:12]1[CH2:18][C:17]3[CH:19]=[CH:20][CH:21]=[CH:22][C:16]=3[S:15](=[O:24])(=[O:23])[CH2:14][CH2:13]1)[NH:6][C:5]2=O.[NH2:26][CH:27]1[CH2:30][N:29](C(OC(C)(C)C)=O)[CH2:28]1, predict the reaction product. The product is: [NH:29]1[CH2:30][CH:27]([NH:26][C:5]2[C:4]3[C:9](=[CH:10][CH:11]=[C:2]([CH3:1])[CH:3]=3)[N:8]=[C:7]([N:12]3[CH2:18][C:17]4[CH:19]=[CH:20][CH:21]=[CH:22][C:16]=4[S:15](=[O:24])(=[O:23])[CH2:14][CH2:13]3)[N:6]=2)[CH2:28]1. (5) Given the reactants [C:1]([C:3]1[CH:8]=[CH:7][C:6](=[O:9])[N:5]([C:10]2[CH:15]=[CH:14][CH:13]=[CH:12][CH:11]=2)[C:4]=1[S-:16])#[N:2].[Na+].[OH2:18].[CH3:19][C:20]#[N:21], predict the reaction product. The product is: [O:9]=[C:6]1[N:5]([C:10]2[CH:15]=[CH:14][CH:13]=[CH:12][CH:11]=2)[C:4]([S:16][CH2:19][C:20](=[O:18])[N:21]2[CH2:7][CH2:8][CH2:3][CH2:1]2)=[C:3]([C:1]#[N:2])[CH:8]=[CH:7]1. (6) Given the reactants C(OC(=O)[NH:7][C:8]1[CH:13]=[C:12]([N:14]([CH3:16])[CH3:15])[C:11]([C:17]([F:20])([F:19])[F:18])=[CH:10][C:9]=1[NH:21][C:22](=[O:38])[CH2:23][C:24]([C:26]1[CH:31]=[CH:30][CH:29]=[C:28]([C:32]2[N:33]([CH3:37])[N:34]=[CH:35][CH:36]=2)[CH:27]=1)=O)(C)(C)C.C(O)(C(F)(F)F)=O, predict the reaction product. The product is: [CH3:15][N:14]([CH3:16])[C:12]1[C:11]([C:17]([F:18])([F:19])[F:20])=[CH:10][C:9]2[NH:21][C:22](=[O:38])[CH2:23][C:24]([C:26]3[CH:31]=[CH:30][CH:29]=[C:28]([C:32]4[N:33]([CH3:37])[N:34]=[CH:35][CH:36]=4)[CH:27]=3)=[N:7][C:8]=2[CH:13]=1. (7) Given the reactants [SH:1][C:2]1[NH:3][C:4]2[CH:10]=[C:9]([O:11][CH3:12])[CH:8]=[CH:7][C:5]=2[N:6]=1.[H-].[Na+].[N+]([C:18]1[O:22][C:21]([CH:23]=[O:24])=[CH:20][CH:19]=1)([O-])=O, predict the reaction product. The product is: [CH3:12][O:11][C:9]1[CH:8]=[CH:7][C:5]2[NH:6][C:2]([S:1][C:18]3[O:22][C:21]([CH:23]=[O:24])=[CH:20][CH:19]=3)=[N:3][C:4]=2[CH:10]=1. (8) The product is: [Cl:46][C:44]1[CH:43]=[C:40]([CH:39]=[C:38]([O:37][C:34]2[C:35](=[O:36])[N:30]([CH2:29][C:15]3[CH:14]=[C:13]([C:5]4[CH:4]=[CH:3][C:2]([F:1])=[CH:7][N:6]=4)[C:18](=[O:19])[N:17]([CH2:20][C:21]4[CH:26]=[CH:25][C:24]([O:27][CH3:28])=[CH:23][CH:22]=4)[N:16]=3)[CH:31]=[N:32][C:33]=2[C:47]([F:50])([F:48])[F:49])[CH:45]=1)[C:41]#[N:42]. Given the reactants [F:1][C:2]1[CH:3]=[CH:4][C:5]([Sn](C)(C)C)=[N:6][CH:7]=1.Br[C:13]1[C:18](=[O:19])[N:17]([CH2:20][C:21]2[CH:26]=[CH:25][C:24]([O:27][CH3:28])=[CH:23][CH:22]=2)[N:16]=[C:15]([CH2:29][N:30]2[C:35](=[O:36])[C:34]([O:37][C:38]3[CH:39]=[C:40]([CH:43]=[C:44]([Cl:46])[CH:45]=3)[C:41]#[N:42])=[C:33]([C:47]([F:50])([F:49])[F:48])[N:32]=[CH:31]2)[CH:14]=1, predict the reaction product. (9) Given the reactants Br[CH:2]([CH3:11])[C:3]([C:5]1[CH:10]=[CH:9][CH:8]=[CH:7][CH:6]=1)=O.[NH2:12][C:13]1[CH:18]=[CH:17][C:16]([Br:19])=[CH:15][N:14]=1, predict the reaction product. The product is: [Br:19][C:16]1[CH:17]=[CH:18][C:13]2[N:14]([C:2]([CH3:11])=[C:3]([C:5]3[CH:10]=[CH:9][CH:8]=[CH:7][CH:6]=3)[N:12]=2)[CH:15]=1. (10) Given the reactants N(OCCC(C)C)=O.[F:9][C:10]([F:25])([F:24])[S:11][C:12]1[CH:18]=[C:17]([C:19]([CH3:22])([CH3:21])[CH3:20])[CH:16]=[C:15]([Br:23])[C:13]=1N, predict the reaction product. The product is: [F:24][C:10]([F:9])([F:25])[S:11][C:12]1[CH:13]=[C:15]([Br:23])[CH:16]=[C:17]([C:19]([CH3:21])([CH3:22])[CH3:20])[CH:18]=1.